Dataset: Forward reaction prediction with 1.9M reactions from USPTO patents (1976-2016). Task: Predict the product of the given reaction. Given the reactants Cl[C:2]1[CH:7]=[C:6]([C:8]2[N:9]=[C:10]([N:20]3[CH2:24][CH2:23][C@H:22]([CH2:25][OH:26])[CH2:21]3)[C:11]3[C:17]([O:18][CH3:19])=[CH:16][N:15]=[CH:14][C:12]=3[N:13]=2)[CH:5]=[CH:4][N:3]=1.[NH2:27][C:28]1[CH:33]=[CH:32][CH:31]=[CH:30][CH:29]=1, predict the reaction product. The product is: [CH3:19][O:18][C:17]1[C:11]2[C:10]([N:20]3[CH2:24][CH2:23][C@H:22]([CH2:25][OH:26])[CH2:21]3)=[N:9][C:8]([C:6]3[CH:5]=[CH:4][N:3]=[C:2]([NH:27][C:28]4[CH:33]=[CH:32][CH:31]=[CH:30][CH:29]=4)[CH:7]=3)=[N:13][C:12]=2[CH:14]=[N:15][CH:16]=1.